Dataset: Forward reaction prediction with 1.9M reactions from USPTO patents (1976-2016). Task: Predict the product of the given reaction. (1) Given the reactants [NH2:1][C:2]1[CH:24]=[CH:23][C:5]([CH2:6][C:7]2[C:15]3[C:10](=[CH:11][CH:12]=[CH:13][CH:14]=3)[N:9]([CH2:16][C:17]([O:19][CH2:20][CH3:21])=[O:18])[C:8]=2[CH3:22])=[CH:4][CH:3]=1.C(N(CC)CC)C.[CH:32]1[C:41]2[C:36](=[CH:37][CH:38]=[CH:39][CH:40]=2)[CH:35]=[CH:34][C:33]=1[C:42](Cl)=[O:43], predict the reaction product. The product is: [CH:32]1[C:41]2[C:36](=[CH:37][CH:38]=[CH:39][CH:40]=2)[CH:35]=[CH:34][C:33]=1[C:42]([NH:1][C:2]1[CH:3]=[CH:4][C:5]([CH2:6][C:7]2[C:15]3[C:10](=[CH:11][CH:12]=[CH:13][CH:14]=3)[N:9]([CH2:16][C:17]([O:19][CH2:20][CH3:21])=[O:18])[C:8]=2[CH3:22])=[CH:23][CH:24]=1)=[O:43]. (2) Given the reactants Cl.Cl.[NH:3]1[CH2:8][CH2:7][CH:6]([CH:9]2[CH2:14][CH2:13][NH:12][CH2:11][CH2:10]2)[CH2:5][CH2:4]1.[C:15](OC([O-])=O)([O:17][C:18]([CH3:21])([CH3:20])[CH3:19])=[O:16], predict the reaction product. The product is: [NH:3]1[CH2:8][CH2:7][CH:6]([CH:9]2[CH2:14][CH2:13][N:12]([C:15]([O:17][C:18]([CH3:21])([CH3:20])[CH3:19])=[O:16])[CH2:11][CH2:10]2)[CH2:5][CH2:4]1. (3) Given the reactants [NH2:1][C:2]1[S:3][C:4]2[CH:10]=[C:9]([C:11]3[CH:12]=[C:13]([N:23]4[CH:28]=[CH:27][C:26](=[O:29])[NH:25][C:24]4=[O:30])[CH:14]=[C:15]([C:19]([CH3:22])([CH3:21])[CH3:20])[C:16]=3[O:17][CH3:18])[CH:8]=[CH:7][C:5]=2[N:6]=1.[CH3:31][S:32](Cl)(=[O:34])=[O:33].N1C=CC=CC=1, predict the reaction product. The product is: [C:19]([C:15]1[C:16]([O:17][CH3:18])=[C:11]([C:9]2[CH:8]=[CH:7][C:5]3[N:6]=[C:2]([NH:1][S:32]([CH3:31])(=[O:34])=[O:33])[S:3][C:4]=3[CH:10]=2)[CH:12]=[C:13]([N:23]2[CH:28]=[CH:27][C:26](=[O:29])[NH:25][C:24]2=[O:30])[CH:14]=1)([CH3:22])([CH3:21])[CH3:20]. (4) The product is: [CH:7]1[CH:6]=[CH:5][C:4]([C@H:2]([OH:3])[C:1]([OH:11])=[O:10])=[CH:9][CH:8]=1. Given the reactants [C:1]([OH:11])(=[O:10])[CH:2]([C:4]1[CH:9]=[CH:8][CH:7]=[CH:6][CH:5]=1)[OH:3], predict the reaction product. (5) Given the reactants [Cl:1][C:2]1[CH:7]=[CH:6][C:5]([C@H:8]([C:19]2[CH:24]=[CH:23][C:22]([OH:25])=[CH:21][CH:20]=2)[CH2:9][C:10]([C:12]2[CH:17]=[CH:16][N:15]=[C:14]([CH3:18])[CH:13]=2)=O)=[C:4]([CH3:26])[CH:3]=1.Cl.[NH2:28][OH:29].C(=O)([O-])O.[Na+], predict the reaction product. The product is: [Cl:1][C:2]1[CH:7]=[CH:6][C:5]([C@H:8]([C:19]2[CH:24]=[CH:23][C:22]([OH:25])=[CH:21][CH:20]=2)[CH2:9][C:10]([C:12]2[CH:17]=[CH:16][N:15]=[C:14]([CH3:18])[CH:13]=2)=[N:28][OH:29])=[C:4]([CH3:26])[CH:3]=1. (6) Given the reactants [C:1]([C:5]1[N:9]([CH2:10][CH:11]2[CH2:16][CH2:15][C:14]([F:18])([F:17])[CH2:13][CH2:12]2)[C:8]2[CH:19]=[CH:20][C:21]([S:23](Cl)(=[O:25])=[O:24])=[CH:22][C:7]=2[N:6]=1)([CH3:4])([CH3:3])[CH3:2].C(N(CC)C(C)C)(C)C.[C:36]([O:40][C:41]([NH:43][C@H:44]1[CH2:48][CH2:47][NH:46][CH2:45]1)=[O:42])([CH3:39])([CH3:38])[CH3:37], predict the reaction product. The product is: [C:36]([O:40][C:41](=[O:42])[NH:43][C@H:44]1[CH2:48][CH2:47][N:46]([S:23]([C:21]2[CH:20]=[CH:19][C:8]3[N:9]([CH2:10][CH:11]4[CH2:16][CH2:15][C:14]([F:18])([F:17])[CH2:13][CH2:12]4)[C:5]([C:1]([CH3:4])([CH3:3])[CH3:2])=[N:6][C:7]=3[CH:22]=2)(=[O:25])=[O:24])[CH2:45]1)([CH3:39])([CH3:37])[CH3:38]. (7) Given the reactants [C:1]([NH:9]/[C:10](=[CH:15]\[C:16]1[CH:21]=[CH:20][C:19]([O:22]C2C=CC=CC=2C)=[CH:18][CH:17]=1)/[C:11]([O:13]C)=[O:12])(=[O:8])[C:2]1[CH:7]=[CH:6][CH:5]=[CH:4][CH:3]=1.[Li+].[OH-], predict the reaction product. The product is: [C:1]([NH:9]/[C:10](=[CH:15]\[C:16]1[O:22][C:19]([C:18]2[CH:17]=[CH:4][CH:3]=[CH:2][C:7]=2[CH3:6])=[CH:20][CH:21]=1)/[C:11]([OH:13])=[O:12])(=[O:8])[C:2]1[CH:3]=[CH:4][CH:5]=[CH:6][CH:7]=1. (8) The product is: [Br:1][C:2]1[CH:3]=[C:4]([CH:19]=[CH:20][C:21]=1[F:22])[CH2:5][C:6]1[C:14]2[C:9](=[C:10]([N+:15]([O-:17])=[O:16])[CH:11]=[CH:12][CH:13]=2)[C:8](=[O:7])[NH:25][N:24]=1. Given the reactants [Br:1][C:2]1[CH:3]=[C:4]([CH:19]=[CH:20][C:21]=1[F:22])[CH:5]=[C:6]1[C:14]2[C:9](=[C:10]([N+:15]([O-:17])=[O:16])[CH:11]=[CH:12][CH:13]=2)[C:8](=O)[O:7]1.O.[NH2:24][NH2:25], predict the reaction product. (9) Given the reactants [Cl:1][C:2]1[C:7]([CH3:8])=[C:6]([C:9]2[CH:14]=[CH:13][C:12]([F:15])=[CH:11][C:10]=2[F:16])[N:5]=[C:4]([S:17][CH3:18])[N:3]=1.[Br:19]N1C(=O)CCC1=O.C(OOC(=O)C1C=CC=CC=1)(=O)C1C=CC=CC=1, predict the reaction product. The product is: [Br:19][CH2:8][C:7]1[C:2]([Cl:1])=[N:3][C:4]([S:17][CH3:18])=[N:5][C:6]=1[C:9]1[CH:14]=[CH:13][C:12]([F:15])=[CH:11][C:10]=1[F:16].